This data is from Peptide-MHC class II binding affinity with 134,281 pairs from IEDB. The task is: Regression. Given a peptide amino acid sequence and an MHC pseudo amino acid sequence, predict their binding affinity value. This is MHC class II binding data. (1) The peptide sequence is AAVPGKNVVNVQTKP. The MHC is DRB3_0301 with pseudo-sequence DRB3_0301. The binding affinity (normalized) is 0.302. (2) The peptide sequence is GYITTNVLREILKEL. The binding affinity (normalized) is 0.356. The MHC is HLA-DPA10103-DPB10301 with pseudo-sequence HLA-DPA10103-DPB10301. (3) The peptide sequence is HDWILADKRPTAWFL. The MHC is DRB1_0801 with pseudo-sequence DRB1_0801. The binding affinity (normalized) is 0.669. (4) The peptide sequence is MKNVFDDVVPEKYTI. The binding affinity (normalized) is 0.617. The MHC is HLA-DQA10501-DQB10201 with pseudo-sequence HLA-DQA10501-DQB10201. (5) The peptide sequence is FVHLGHRDNIEDDLL. The MHC is HLA-DPA10201-DPB10101 with pseudo-sequence HLA-DPA10201-DPB10101. The binding affinity (normalized) is 0.263. (6) The peptide sequence is AGCQTYKWETFLTSE. The MHC is HLA-DQA10501-DQB10201 with pseudo-sequence HLA-DQA10501-DQB10201. The binding affinity (normalized) is 0.140. (7) The peptide sequence is YKALPVVLENARILK. The MHC is DRB1_1302 with pseudo-sequence DRB1_1302. The binding affinity (normalized) is 0.629. (8) The peptide sequence is GELELQFRRVKCKYP. The MHC is HLA-DQA10301-DQB10302 with pseudo-sequence HLA-DQA10301-DQB10302. The binding affinity (normalized) is 0.0271. (9) The peptide sequence is FPKEVWEQIFSTWLL. The MHC is HLA-DQA10104-DQB10503 with pseudo-sequence HLA-DQA10104-DQB10503. The binding affinity (normalized) is 0.175.